From a dataset of Full USPTO retrosynthesis dataset with 1.9M reactions from patents (1976-2016). Predict the reactants needed to synthesize the given product. (1) Given the product [C:2]1([C:45]2[CH:50]=[CH:49][CH:48]=[CH:47][CH:46]=2)[CH:7]=[CH:6][C:5]([N:8]([C:27]2[N:32]=[C:31]([C:33]3[CH:38]=[CH:37][CH:36]=[CH:35][CH:34]=3)[N:30]=[C:29]([C:39]3[CH:44]=[CH:43][CH:42]=[CH:41][CH:40]=3)[N:28]=2)[C:9]2[N:14]=[C:13]([C:15]3[CH:20]=[CH:19][CH:18]=[CH:17][CH:16]=3)[N:12]=[C:11]([C:21]3[CH:26]=[CH:25][CH:24]=[CH:23][CH:22]=3)[N:10]=2)=[CH:4][CH:3]=1, predict the reactants needed to synthesize it. The reactants are: Br[C:2]1[CH:7]=[CH:6][C:5]([N:8]([C:27]2[N:32]=[C:31]([C:33]3[CH:38]=[CH:37][CH:36]=[CH:35][CH:34]=3)[N:30]=[C:29]([C:39]3[CH:44]=[CH:43][CH:42]=[CH:41][CH:40]=3)[N:28]=2)[C:9]2[N:14]=[C:13]([C:15]3[CH:20]=[CH:19][CH:18]=[CH:17][CH:16]=3)[N:12]=[C:11]([C:21]3[CH:26]=[CH:25][CH:24]=[CH:23][CH:22]=3)[N:10]=2)=[CH:4][CH:3]=1.[C:45]1(B(O)O)[CH:50]=[CH:49][CH:48]=[CH:47][CH:46]=1.P([O-])([O-])([O-])=O.[K+].[K+].[K+].C1(C)C=CC=CC=1P(C1C=CC=CC=1C)C1C=CC=CC=1C. (2) Given the product [O-:32][N+:9]1[C:10]2[CH:11]=[CH:12][CH:13]=[CH:14][C:15]=2[C:6]2[N:5]([CH2:17][CH2:18][C:19]([O:21][CH2:22][CH3:23])=[O:20])[C:4]([CH2:1][CH2:2][CH3:3])=[N:16][C:7]=2[CH:8]=1, predict the reactants needed to synthesize it. The reactants are: [CH2:1]([C:4]1[N:5]([CH2:17][CH2:18][C:19]([O:21][CH2:22][CH3:23])=[O:20])[C:6]2[C:15]3[CH:14]=[CH:13][CH:12]=[CH:11][C:10]=3[N:9]=[CH:8][C:7]=2[N:16]=1)[CH2:2][CH3:3].C1C=C(Cl)C=C(C(OO)=[O:32])C=1.